Dataset: Catalyst prediction with 721,799 reactions and 888 catalyst types from USPTO. Task: Predict which catalyst facilitates the given reaction. (1) Reactant: [C:1]([C:4]1[CH:13]=[CH:12][C:7]2[NH:8][C:9](=[O:11])[O:10][C:6]=2[CH:5]=1)(=[O:3])[CH3:2].[C:14]([O-])([O-])=O.[K+].[K+].CI. Product: [C:1]([C:4]1[CH:13]=[CH:12][C:7]2[N:8]([CH3:14])[C:9](=[O:11])[O:10][C:6]=2[CH:5]=1)(=[O:3])[CH3:2]. The catalyst class is: 121. (2) Reactant: O=S(Cl)[Cl:3].[CH2:5]([O:7][C:8]1[CH:13]=[C:12]([O:14][CH2:15][CH3:16])[N:11]=[N:10][C:9]=1[CH2:17]O)[CH3:6]. Product: [Cl:3][CH2:17][C:9]1[N:10]=[N:11][C:12]([O:14][CH2:15][CH3:16])=[CH:13][C:8]=1[O:7][CH2:5][CH3:6]. The catalyst class is: 2.